Dataset: Reaction yield outcomes from USPTO patents with 853,638 reactions. Task: Predict the reaction yield, written as a fraction of the theoretical maximum amount of product (1.0 means a 100% yield; for example, 0.34 means a 34% yield). The reactants are [Cl:1][C:2]1[CH:7]=[C:6]([Cl:8])[CH:5]=[CH:4][C:3]=1[C:9]1[N:10]=[C:11](/[CH:16]=[CH:17]/[C:18]2[CH:23]=[CH:22][C:21]([C:24]3[CH:29]=[CH:28][C:27]([OH:30])=[CH:26][CH:25]=3)=[CH:20][CH:19]=2)[N:12]([CH2:14][CH3:15])[CH:13]=1.C[O:32][C:33](=[O:39])[CH:34]([CH3:38])[CH2:35][CH2:36]Br. No catalyst specified. The product is [Cl:1][C:2]1[CH:7]=[C:6]([Cl:8])[CH:5]=[CH:4][C:3]=1[C:9]1[N:10]=[C:11](/[CH:16]=[CH:17]/[C:18]2[CH:23]=[CH:22][C:21]([C:24]3[CH:25]=[CH:26][C:27]([O:30][CH2:36][CH2:35][CH:34]([CH3:38])[C:33]([OH:39])=[O:32])=[CH:28][CH:29]=3)=[CH:20][CH:19]=2)[N:12]([CH2:14][CH3:15])[CH:13]=1. The yield is 0.220.